Task: Predict the reactants needed to synthesize the given product.. Dataset: Full USPTO retrosynthesis dataset with 1.9M reactions from patents (1976-2016) (1) Given the product [C:1]([C:3]1[CH:4]=[C:5]([CH:21]([CH3:22])[CH3:23])[C:6]2[O:10][C:9]([C:11]3[CH:12]=[CH:13][C:14]([C:15]([NH:36][CH2:35][CH:26]4[CH2:25][O:24][C:30]5[CH:31]=[CH:32][CH:33]=[CH:34][C:29]=5[O:28][CH2:27]4)=[O:17])=[CH:18][CH:19]=3)=[N:8][C:7]=2[CH:20]=1)#[N:2], predict the reactants needed to synthesize it. The reactants are: [C:1]([C:3]1[CH:4]=[C:5]([CH:21]([CH3:23])[CH3:22])[C:6]2[O:10][C:9]([C:11]3[CH:19]=[CH:18][C:14]([C:15]([OH:17])=O)=[CH:13][CH:12]=3)=[N:8][C:7]=2[CH:20]=1)#[N:2].[O:24]1[C:30]2[CH:31]=[CH:32][CH:33]=[CH:34][C:29]=2[O:28][CH2:27][CH:26]([CH2:35][NH2:36])[CH2:25]1. (2) Given the product [N:2]1[NH:3][CH:4]=[C:5]2[CH2:11][CH2:10][N:9]([C:13]([O:15][C:16]([CH3:19])([CH3:18])[CH3:17])=[O:14])[CH2:8][CH2:7][C:6]=12, predict the reactants needed to synthesize it. The reactants are: Cl.[N:2]1[NH:3][CH:4]=[C:5]2[CH2:11][CH2:10][NH:9][CH2:8][CH2:7][C:6]=12.O.[C:13](O[C:13]([O:15][C:16]([CH3:19])([CH3:18])[CH3:17])=[O:14])([O:15][C:16]([CH3:19])([CH3:18])[CH3:17])=[O:14].[OH-].[Na+].